Dataset: Peptide-MHC class II binding affinity with 134,281 pairs from IEDB. Task: Regression. Given a peptide amino acid sequence and an MHC pseudo amino acid sequence, predict their binding affinity value. This is MHC class II binding data. The peptide sequence is YVYAKEGYEPVLVIQSSEDY. The MHC is DRB1_1101 with pseudo-sequence DRB1_1101. The binding affinity (normalized) is 0.756.